This data is from Forward reaction prediction with 1.9M reactions from USPTO patents (1976-2016). The task is: Predict the product of the given reaction. (1) Given the reactants CN(C)[C:3]1[CH:4]=[C:5]([CH2:9]O)[CH:6]=[CH:7][CH:8]=1.[NH:12]1[CH:16]=[CH:15][CH:14]=[N:13]1.[CH3:17]C1(C)C(C)(C)OB(C2C=NNC=2)O1, predict the reaction product. The product is: [C@@H:8]12[CH2:9][C@@H:5]([CH:6]=[CH:7]1)[CH2:4][C@H:3]2[CH2:17][N:12]1[CH:16]=[CH:15][CH:14]=[N:13]1. (2) Given the reactants [F:1][C:2]1([F:21])[C:8]([CH3:10])([CH3:9])[O:7][CH2:6][C:5]([NH2:11])=[N:4][C@@:3]1([C:13]1[CH:18]=[C:17](I)[CH:16]=[CH:15][C:14]=1[F:20])[CH3:12].[C:22]([Si:24]([CH3:27])([CH3:26])[CH3:25])#[CH:23], predict the reaction product. The product is: [F:1][C:2]1([F:21])[C:8]([CH3:10])([CH3:9])[O:7][CH2:6][C:5]([NH2:11])=[N:4][C@@:3]1([C:13]1[CH:18]=[C:17]([C:23]#[C:22][Si:24]([CH3:27])([CH3:26])[CH3:25])[CH:16]=[CH:15][C:14]=1[F:20])[CH3:12].